Dataset: Reaction yield outcomes from USPTO patents with 853,638 reactions. Task: Predict the reaction yield, written as a fraction of the theoretical maximum amount of product (1.0 means a 100% yield; for example, 0.34 means a 34% yield). (1) The product is [F:1][C:2]1[C:12]2[CH2:11][CH2:10][C:9]3[CH:13]=[CH:14][CH:15]=[CH:16][C:8]=3[CH:7]([CH2:17][C:18]3[CH:19]=[C:20]([OH:24])[CH:21]=[CH:22][CH:23]=3)[C:6]=2[CH:5]=[CH:4][CH:3]=1. The reactants are [F:1][C:2]1[C:12]2[CH2:11][CH2:10][C:9]3[CH:13]=[CH:14][CH:15]=[CH:16][C:8]=3[C:7](=[CH:17][C:18]3[CH:19]=[C:20]([OH:24])[CH:21]=[CH:22][CH:23]=3)[C:6]=2[CH:5]=[CH:4][CH:3]=1. The catalyst is CCO.[Pd]. The yield is 0.570. (2) The reactants are [Cl:1][C:2]1[N:7]=[C:6]([CH2:8][C:9]([C:11]2[C:12]([F:29])=[C:13]([NH:17][S:18]([C:21]3[C:26]([F:27])=[CH:25][CH:24]=[CH:23][C:22]=3[F:28])(=[O:20])=[O:19])[CH:14]=[CH:15][CH:16]=2)=O)[CH:5]=[CH:4][N:3]=1.CN(C=O)C.C1C(=O)N(Br)C(=O)C1.[CH3:43][CH:44]([CH3:48])[C:45](=[S:47])[NH2:46]. The catalyst is CCOC(C)=O. The product is [Cl:1][C:2]1[N:7]=[C:6]([C:8]2[S:47][C:45]([CH:44]([CH3:48])[CH3:43])=[N:46][C:9]=2[C:11]2[C:12]([F:29])=[C:13]([NH:17][S:18]([C:21]3[C:26]([F:27])=[CH:25][CH:24]=[CH:23][C:22]=3[F:28])(=[O:20])=[O:19])[CH:14]=[CH:15][CH:16]=2)[CH:5]=[CH:4][N:3]=1. The yield is 0.450. (3) The reactants are [P:1](Cl)(Cl)(=[O:12])[O:2][C:3]1[CH:8]=[CH:7][C:6]([N+:9]([O-:11])=[O:10])=[CH:5][CH:4]=1.[CH3:15][OH:16].C(N(CC)CC)C.[NH2:24][CH2:25][CH2:26][NH:27][C:28](=[O:50])[CH2:29][CH2:30][CH:31]=[CH:32][CH2:33][CH:34]=[CH:35][CH2:36][CH:37]=[CH:38][CH2:39][CH:40]=[CH:41][CH2:42][CH:43]=[CH:44][CH2:45][CH:46]=[CH:47][CH2:48][CH3:49]. The catalyst is C(Cl)Cl. The product is [C:28]([NH:27][CH2:26][CH2:25][NH:24][P:1](=[O:12])([O:2][C:3]1[CH:8]=[CH:7][C:6]([N+:9]([O-:11])=[O:10])=[CH:5][CH:4]=1)[O:16][CH3:15])(=[O:50])[CH2:29][CH2:30]/[CH:31]=[CH:32]\[CH2:33]/[CH:34]=[CH:35]\[CH2:36]/[CH:37]=[CH:38]\[CH2:39]/[CH:40]=[CH:41]\[CH2:42]/[CH:43]=[CH:44]\[CH2:45]/[CH:46]=[CH:47]\[CH2:48][CH3:49]. The yield is 0.390. (4) The reactants are Br[CH2:2][C:3]1[C:4]2[C:9]([N:10]=[C:11]3[C:16]=1[CH:15]=[CH:14][CH:13]=[CH:12]3)=[CH:8][CH:7]=[CH:6][CH:5]=2.[P:17]([O:24]CC)([O:21][CH2:22][CH3:23])[O:18][CH2:19][CH3:20]. No catalyst specified. The product is [CH:5]1[C:4]2[C:9](=[N:10][C:11]3[C:16]([C:3]=2[CH2:2][P:17](=[O:24])([O:21][CH2:22][CH3:23])[O:18][CH2:19][CH3:20])=[CH:15][CH:14]=[CH:13][CH:12]=3)[CH:8]=[CH:7][CH:6]=1. The yield is 0.940. (5) The reactants are COC([N:5]1[CH2:10][CH:9]([CH2:11][CH:12]([CH2:15][C:16]2[CH:21]=[CH:20][C:19]([F:22])=[CH:18][C:17]=2[F:23])[CH2:13][CH3:14])[C:8](=[O:24])N(C)C1C(C)(C)C)=O.Cl.[O:31]1CCOCC1. No catalyst specified. The product is [NH2:5][CH2:10][C@@H:9]([CH2:11][C@H:12]([CH2:15][C:16]1[CH:21]=[CH:20][C:19]([F:22])=[CH:18][C:17]=1[F:23])[CH2:13][CH3:14])[C:8]([OH:24])=[O:31]. The yield is 0.240.